The task is: Predict the product of the given reaction.. This data is from Forward reaction prediction with 1.9M reactions from USPTO patents (1976-2016). (1) Given the reactants [Br:1][C:2]1[CH:9]=[CH:8][C:5]([CH2:6][NH2:7])=[C:4]([Cl:10])[CH:3]=1.CO[C:13](=[NH:21])[CH:14]([O:18][CH2:19][CH3:20])[O:15][CH2:16][CH3:17], predict the reaction product. The product is: [Br:1][C:2]1[CH:9]=[CH:8][C:5]([CH2:6][NH:7][C:13](=[NH:21])[CH:14]([O:18][CH2:19][CH3:20])[O:15][CH2:16][CH3:17])=[C:4]([Cl:10])[CH:3]=1. (2) Given the reactants Br[C:2]1[CH:7]2[CH2:8][CH:4]([CH2:5][CH2:6]2)[C:3]=1[P:9](=[O:22])([CH:16]1[CH2:21][CH2:20][CH2:19][CH2:18][CH2:17]1)[CH:10]1[CH2:15][CH2:14][CH2:13][CH2:12][CH2:11]1.O1CCOCC1.[CH3:29][O:30][C:31]1[CH:36]=[CH:35][CH:34]=[C:33]([O:37][CH3:38])[C:32]=1B(O)O.C(=O)([O-])[O-].[K+].[K+], predict the reaction product. The product is: [CH:16]1([P:9](=[O:22])([CH:10]2[CH2:15][CH2:14][CH2:13][CH2:12][CH2:11]2)[C:3]2[CH:4]3[CH2:8][CH:7]([C:2]=2[C:32]2[C:31]([O:30][CH3:29])=[CH:36][CH:35]=[CH:34][C:33]=2[O:37][CH3:38])[CH2:6][CH2:5]3)[CH2:21][CH2:20][CH2:19][CH2:18][CH2:17]1. (3) The product is: [CH3:1][O:2][C:3](=[O:12])[C:4]1[CH:9]=[CH:8][C:7]([O:10][CH2:13][C:14]2[CH:19]=[CH:18][CH:17]=[CH:16][CH:15]=2)=[C:6]([Cl:11])[CH:5]=1. Given the reactants [CH3:1][O:2][C:3](=[O:12])[C:4]1[CH:9]=[CH:8][C:7]([OH:10])=[C:6]([Cl:11])[CH:5]=1.[CH2:13](Br)[C:14]1[CH:19]=[CH:18][CH:17]=[CH:16][CH:15]=1.C(=O)([O-])[O-].[K+].[K+], predict the reaction product. (4) Given the reactants [N:1]1[CH:6]=[CH:5][CH:4]=[CH:3][C:2]=1[CH2:7][O:8][C:9]1[CH:18]=[C:17]([C:19]2[CH:20]=[C:21]([C:25]([O:27]CC)=O)[CH:22]=[N:23][CH:24]=2)[C:16]2[CH2:15][CH2:14][CH2:13][CH2:12][C:11]=2[N:10]=1.[CH3:30][NH:31][CH3:32].O, predict the reaction product. The product is: [CH3:30][N:31]([CH3:32])[C:25]([C:21]1[CH:22]=[N:23][CH:24]=[C:19]([C:17]2[C:16]3[CH2:15][CH2:14][CH2:13][CH2:12][C:11]=3[N:10]=[C:9]([O:8][CH2:7][C:2]3[CH:3]=[CH:4][CH:5]=[CH:6][N:1]=3)[CH:18]=2)[CH:20]=1)=[O:27]. (5) Given the reactants C(O[C:6]([N:8]1[CH2:12][C:11](=[N:13][O:14][CH3:15])[CH2:10][C@H:9]1[C:16]([OH:18])=O)=[O:7])(C)(C)C.[O:19]([C:26]1[CH:27]=[C:28]([CH:32]=[CH:33][CH:34]=1)C(O)=O)[C:20]1[CH:25]=[CH:24][CH:23]=[CH:22][CH:21]=1.[NH2:35][CH2:36][CH:37]([C:39]1[CH:44]=[CH:43][CH:42]=[CH:41][CH:40]=1)[OH:38], predict the reaction product. The product is: [OH:38][CH:37]([C:39]1[CH:44]=[CH:43][CH:42]=[CH:41][CH:40]=1)[CH2:36][NH:35][C:16]([C@@H:9]1[CH2:10][C:11](=[N:13][O:14][CH3:15])[CH2:12][N:8]1[C:6](=[O:7])[C:28]1[CH:32]=[CH:33][CH:34]=[C:26]([O:19][C:20]2[CH:21]=[CH:22][CH:23]=[CH:24][CH:25]=2)[CH:27]=1)=[O:18].